This data is from Catalyst prediction with 721,799 reactions and 888 catalyst types from USPTO. The task is: Predict which catalyst facilitates the given reaction. (1) Reactant: [Cl:1][C:2]1[C:3](F)=[C:4]([C@@H:8]2[C@:12]([C:15]3[CH:20]=[CH:19][C:18]([Cl:21])=[CH:17][C:16]=3F)([C:13]#[N:14])[C@H:11]([CH2:23][C:24]([CH3:27])([CH3:26])[CH3:25])[NH:10][C@H:9]2[C:28](NC2C=CC(C(O)=O)=CC=2OC(F)(F)F)=[O:29])[CH:5]=[CH:6][CH:7]=1.[CH2:46]([O:48][C:49](=[O:55])[CH2:50][CH2:51][N:52]=[C:53]=[O:54])[CH3:47]. Product: [CH2:46]([O:48][C:49](=[O:55])[CH2:50][CH2:51][N:52]1[C:28](=[O:29])[C@H:9]2[C@H:8]([C:4]3[CH:5]=[CH:6][CH:7]=[C:2]([Cl:1])[CH:3]=3)[C@:12]([C:15]3[CH:16]=[CH:17][C:18]([Cl:21])=[CH:19][CH:20]=3)([C:13]#[N:14])[C@H:11]([CH2:23][C:24]([CH3:27])([CH3:26])[CH3:25])[N:10]2[C:53]1=[O:54])[CH3:47]. The catalyst class is: 1. (2) Reactant: [Br:1][C:2]1[C:3]([F:11])=[CH:4][C:5]([F:10])=[C:6]([CH2:8]O)[CH:7]=1.P(Br)(Br)[Br:13]. Product: [Br:1][C:2]1[CH:7]=[C:6]([CH2:8][Br:13])[C:5]([F:10])=[CH:4][C:3]=1[F:11]. The catalyst class is: 2. (3) Reactant: [Cl:1][C:2]1[C:3]([N:12]([CH2:26][C:27]2[CH:32]=[CH:31][C:30]([N+:33]([O-])=O)=[CH:29][CH:28]=2)[S:13]([C:16]2[CH:25]=[CH:24][C:19]([C:20]([O:22][CH3:23])=[O:21])=[CH:18][CH:17]=2)(=[O:15])=[O:14])=[N:4][CH:5]=[C:6]([C:8]([F:11])([F:10])[F:9])[CH:7]=1.Cl[Sn]Cl. Product: [NH2:33][C:30]1[CH:29]=[CH:28][C:27]([CH2:26][N:12]([C:3]2[C:2]([Cl:1])=[CH:7][C:6]([C:8]([F:11])([F:10])[F:9])=[CH:5][N:4]=2)[S:13]([C:16]2[CH:17]=[CH:18][C:19]([C:20]([O:22][CH3:23])=[O:21])=[CH:24][CH:25]=2)(=[O:14])=[O:15])=[CH:32][CH:31]=1. The catalyst class is: 100. (4) Reactant: I[C:2]1[N:24]([S:25]([C:28]2[CH:33]=[CH:32][CH:31]=[CH:30][CH:29]=2)(=[O:27])=[O:26])[C:5]2=[N:6][CH:7]=[CH:8][C:9]([C:10]3[CH:15]=[CH:14][C:13]([S:16]([N:19]4[CH2:23][CH2:22][CH2:21][CH2:20]4)(=[O:18])=[O:17])=[CH:12][CH:11]=3)=[C:4]2[CH:3]=1.[CH3:34][Si:35]([C:38]#[CH:39])([CH3:37])[CH3:36].O. Product: [C:28]1([S:25]([N:24]2[C:5]3=[N:6][CH:7]=[CH:8][C:9]([C:10]4[CH:15]=[CH:14][C:13]([S:16]([N:19]5[CH2:23][CH2:22][CH2:21][CH2:20]5)(=[O:18])=[O:17])=[CH:12][CH:11]=4)=[C:4]3[CH:3]=[C:2]2[C:39]#[C:38][Si:35]([CH3:37])([CH3:36])[CH3:34])(=[O:27])=[O:26])[CH:33]=[CH:32][CH:31]=[CH:30][CH:29]=1. The catalyst class is: 700. (5) Reactant: [C:1]1([C:7]2[N:8]=[C:9]3[N:14]=[C:13]([NH2:15])[CH:12]=[CH:11][N:10]3[CH:16]=2)[CH:6]=[CH:5][CH:4]=[CH:3][CH:2]=1.C[Al](C)C.C1(C)C=CC=CC=1.C[O:29][C:30]([C:32]1[C:37]([CH3:38])=[CH:36][CH:35]=[C:34]([CH3:39])[N:33]=1)=O. Product: [CH3:38][C:37]1[C:32]([C:30]([NH:15][C:13]2[CH:12]=[CH:11][N:10]3[CH:16]=[C:7]([C:1]4[CH:2]=[CH:3][CH:4]=[CH:5][CH:6]=4)[N:8]=[C:9]3[N:14]=2)=[O:29])=[N:33][C:34]([CH3:39])=[CH:35][CH:36]=1. The catalyst class is: 12.